Task: Predict the product of the given reaction.. Dataset: Forward reaction prediction with 1.9M reactions from USPTO patents (1976-2016) (1) Given the reactants OC(C1CCN(CC2C=CC([N+]([O-])=O)=C(N[C@H]3CC[C@H](C(N)=O)CC3)C=2)CC1)(C)C.[C:31]([C@@H:34]1[CH2:39][CH2:38][C@H:37]([N:40]2[C:44]3[CH:45]=[C:46]([CH2:49][N:50]4[CH2:55][CH2:54][CH:53]([C:56]([OH:59])([CH3:58])[CH3:57])[CH2:52][CH2:51]4)[CH:47]=[CH:48][C:43]=3[NH:42]/[C:41]/2=[N:60]\[C:61](=[O:69])[C:62]2[CH:67]=[CH:66][CH:65]=[C:64]([F:68])[CH:63]=2)[CH2:36][CH2:35]1)(=[O:33])[NH2:32], predict the reaction product. The product is: [C:31]([C@H:34]1[CH2:39][CH2:38][C@H:37]([N:40]2[C:44]3[CH:45]=[C:46]([CH2:49][N:50]4[CH2:51][CH2:52][CH:53]([C:56]([OH:59])([CH3:58])[CH3:57])[CH2:54][CH2:55]4)[CH:47]=[CH:48][C:43]=3[NH:42]/[C:41]/2=[N:60]\[C:61](=[O:69])[C:62]2[CH:67]=[CH:66][CH:65]=[C:64]([F:68])[CH:63]=2)[CH2:36][CH2:35]1)(=[O:33])[NH2:32]. (2) Given the reactants [OH:1][C:2]1[CH:7]=[CH:6][C:5]([C:8](=[O:10])[CH3:9])=[C:4]([CH3:11])[CH:3]=1.[I-].[Na+].Cl[CH2:15][CH2:16][N:17]1[CH2:22][CH2:21][O:20][CH2:19][CH2:18]1.Cl.C(=O)([O-])[O-].[K+].[K+], predict the reaction product. The product is: [CH3:11][C:4]1[CH:3]=[C:2]([O:1][CH2:15][CH2:16][N:17]2[CH2:22][CH2:21][O:20][CH2:19][CH2:18]2)[CH:7]=[CH:6][C:5]=1[C:8](=[O:10])[CH3:9]. (3) Given the reactants [CH2:1]([N:8]1[CH:12]=[CH:11][N:10]=[C:9]1[CH2:13][CH:14]([C:19](=O)[CH2:20][CH3:21])[C:15](=O)[CH2:16][CH3:17])[C:2]1[CH:7]=[CH:6][CH:5]=[CH:4][CH:3]=1.[CH:23]([NH:26][NH2:27])([CH3:25])[CH3:24], predict the reaction product. The product is: [CH2:1]([N:8]1[CH:12]=[CH:11][N:10]=[C:9]1[CH2:13][C:14]1[C:19]([CH2:20][CH3:21])=[N:27][N:26]([CH:23]([CH3:25])[CH3:24])[C:15]=1[CH2:16][CH3:17])[C:2]1[CH:7]=[CH:6][CH:5]=[CH:4][CH:3]=1. (4) The product is: [CH3:3][O:4][C:5]1[CH:6]=[C:7]2[C:11](=[CH:12][CH:13]=1)[N:10]([C:15]([C:17]1[CH:18]=[C:19]([CH:24]=[CH:25][CH:26]=1)[C:20]([O:22][CH3:23])=[O:21])=[O:16])[CH:9]=[CH:8]2. Given the reactants [H-].[Na+].[CH3:3][O:4][C:5]1[CH:6]=[C:7]2[C:11](=[CH:12][CH:13]=1)[NH:10][CH:9]=[CH:8]2.Cl[C:15]([C:17]1[CH:18]=[C:19]([CH:24]=[CH:25][CH:26]=1)[C:20]([O:22][CH3:23])=[O:21])=[O:16].C(OCC)(=O)C, predict the reaction product.